Task: Predict the product of the given reaction.. Dataset: Forward reaction prediction with 1.9M reactions from USPTO patents (1976-2016) (1) The product is: [CH3:1][O:2][C:3](=[O:17])[CH2:4][CH2:5][CH2:6][C:7]1[CH:16]=[CH:15][C:10]2[N:11]=[C:12]([CH3:14])[S:13][C:9]=2[CH:8]=1. Given the reactants [CH3:1][O:2][C:3](=[O:17])[CH2:4]/[CH:5]=[CH:6]/[C:7]1[CH:16]=[CH:15][C:10]2[N:11]=[C:12]([CH3:14])[S:13][C:9]=2[CH:8]=1, predict the reaction product. (2) Given the reactants Cl[C:2]1[N:7]=[C:6]([C:8]2[N:12]3[CH:13]=[CH:14][CH:15]=[CH:16][C:11]3=[N:10][C:9]=2[C:17]2[CH:18]=[CH:19][C:20]([O:34][CH2:35][CH3:36])=[C:21]([CH:33]=2)[C:22]([NH:24][C:25]2[C:30]([F:31])=[CH:29][CH:28]=[CH:27][C:26]=2[F:32])=[O:23])[CH:5]=[CH:4][N:3]=1.[CH3:37][O:38][C:39]1[CH:45]=[C:44]([CH2:46][CH2:47][N:48]2[CH2:53][CH2:52][N:51]([CH3:54])[CH2:50][CH2:49]2)[CH:43]=[CH:42][C:40]=1[NH2:41], predict the reaction product. The product is: [F:32][C:26]1[CH:27]=[CH:28][CH:29]=[C:30]([F:31])[C:25]=1[NH:24][C:22](=[O:23])[C:21]1[CH:33]=[C:17]([C:9]2[N:10]=[C:11]3[CH:16]=[CH:15][CH:14]=[CH:13][N:12]3[C:8]=2[C:6]2[CH:5]=[CH:4][N:3]=[C:2]([NH:41][C:40]3[CH:42]=[CH:43][C:44]([CH2:46][CH2:47][N:48]4[CH2:49][CH2:50][N:51]([CH3:54])[CH2:52][CH2:53]4)=[CH:45][C:39]=3[O:38][CH3:37])[N:7]=2)[CH:18]=[CH:19][C:20]=1[O:34][CH2:35][CH3:36]. (3) The product is: [CH3:7][CH:8]1[CH2:12][CH2:11][CH2:10][N:9]1[C:1]1([C:13]#[N:14])[CH2:5][CH2:4][CH2:3][CH2:2]1. Given the reactants [C:1]1(=O)[CH2:5][CH2:4][CH2:3][CH2:2]1.[CH3:7][CH:8]1[CH2:12][CH2:11][CH2:10][NH:9]1.[C-:13]#[N:14].[K+], predict the reaction product. (4) Given the reactants [CH3:1][O:2][C:3]1[CH:8]=[CH:7][CH:6]=[C:5]([NH2:9])[CH:4]=1.B(Cl)(Cl)Cl.[C:14](Cl)([CH3:16])=[O:15].[Al+3].[Cl-].[Cl-].[Cl-].[OH-].[Na+], predict the reaction product. The product is: [NH2:9][C:5]1[CH:4]=[C:3]([O:2][CH3:1])[CH:8]=[CH:7][C:6]=1[C:14](=[O:15])[CH3:16]. (5) Given the reactants C(O)(=O)C.[F:5][C:6]([F:26])([F:25])[C:7]([NH:9][C:10]1[CH:15]=[C:14]([CH3:16])[C:13]([CH:17]2[CH2:22][CH2:21][NH:20][CH2:19][CH2:18]2)=[CH:12][C:11]=1[O:23][CH3:24])=[O:8].[CH:27]([S:29]([CH3:32])(=[O:31])=[O:30])=[CH2:28], predict the reaction product. The product is: [F:26][C:6]([F:5])([F:25])[C:7]([NH:9][C:10]1[CH:15]=[C:14]([CH3:16])[C:13]([CH:17]2[CH2:22][CH2:21][N:20]([CH2:28][CH2:27][S:29]([CH3:32])(=[O:31])=[O:30])[CH2:19][CH2:18]2)=[CH:12][C:11]=1[O:23][CH3:24])=[O:8]. (6) The product is: [CH2:17]([N:14]1[C:15]([CH3:16])=[C:11]([C:9]2[S:10][C:3]3[C:4](=[N:5][CH:6]=[CH:7][C:2]=3[O:35][C:27]3[CH:28]=[CH:29][C:30]([N+:32]([O-:34])=[O:33])=[CH:31][C:26]=3[F:25])[CH:8]=2)[N:12]=[CH:13]1)[CH3:18]. Given the reactants Cl[C:2]1[CH:7]=[CH:6][N:5]=[C:4]2[CH:8]=[C:9]([C:11]3[N:12]=[CH:13][N:14]([CH2:17][CH3:18])[C:15]=3[CH3:16])[S:10][C:3]=12.C(=O)([O-])[O-].[K+].[K+].[F:25][C:26]1[CH:31]=[C:30]([N+:32]([O-:34])=[O:33])[CH:29]=[CH:28][C:27]=1[OH:35], predict the reaction product.